This data is from Catalyst prediction with 721,799 reactions and 888 catalyst types from USPTO. The task is: Predict which catalyst facilitates the given reaction. Product: [CH:1]1([NH:4][C:5](=[O:6])[NH:7][C:8]2[CH:13]=[CH:12][C:11]([O:14][C:15]3[CH:20]=[CH:19][N:18]=[C:17]4[CH:21]=[C:22]([C:24]5[N:25]=[CH:26][C:27]([CH2:30][N:31]6[CH2:32][CH2:33][N:34]([C:50](=[O:51])[C@@H:46]([NH:45][C:38](=[O:39])[O:40][C:41]([CH3:44])([CH3:43])[CH3:42])[CH:47]([CH3:49])[CH3:48])[CH2:35][CH2:36]6)=[CH:28][CH:29]=5)[S:23][C:16]=34)=[C:10]([F:37])[CH:9]=2)[CH2:3][CH2:2]1. Reactant: [CH:1]1([NH:4][C:5]([NH:7][C:8]2[CH:13]=[CH:12][C:11]([O:14][C:15]3[CH:20]=[CH:19][N:18]=[C:17]4[CH:21]=[C:22]([C:24]5[CH:29]=[CH:28][C:27]([CH2:30][N:31]6[CH2:36][CH2:35][NH:34][CH2:33][CH2:32]6)=[CH:26][N:25]=5)[S:23][C:16]=34)=[C:10]([F:37])[CH:9]=2)=[O:6])[CH2:3][CH2:2]1.[C:38]([NH:45][C@H:46]([C:50](O)=[O:51])[CH:47]([CH3:49])[CH3:48])([O:40][C:41]([CH3:44])([CH3:43])[CH3:42])=[O:39].C(N(CC)CC)C.C1C=C2N=NN(O)C2=CC=1.O.CCN=C=NCCCN(C)C.Cl. The catalyst class is: 3.